The task is: Predict the reaction yield, written as a fraction of the theoretical maximum amount of product (1.0 means a 100% yield; for example, 0.34 means a 34% yield).. This data is from Reaction yield outcomes from USPTO patents with 853,638 reactions. (1) The reactants are [Cl:1][C:2]1[CH:10]=[C:9]2[C:5]([CH2:6][C:7](=[O:11])[NH:8]2)=[CH:4][CH:3]=1.[Cl:12][C:13]1[S:17][C:16]([CH:18]=O)=[CH:15][CH:14]=1.N1CCCC1. The product is [Cl:1][C:2]1[CH:10]=[C:9]2[C:5](/[C:6](=[CH:18]/[C:16]3[S:17][C:13]([Cl:12])=[CH:14][CH:15]=3)/[C:7](=[O:11])[NH:8]2)=[CH:4][CH:3]=1. No catalyst specified. The yield is 0.710. (2) The reactants are Br[C:2]1[CH:7]=[CH:6][C:5]([C:8](=[O:19])[CH2:9][CH:10]([CH2:16][CH2:17][CH3:18])[C:11]([O:13][CH2:14][CH3:15])=[O:12])=[CH:4][CH:3]=1.[N+:20]([C:23]1[CH:28]=[CH:27][C:26](B(O)O)=[CH:25][CH:24]=1)([O-:22])=[O:21].C(=O)([O-])[O-].[Na+].[Na+]. The catalyst is C1(C)C=CC=CC=1.O1CCOCC1. The product is [N+:20]([C:23]1[CH:28]=[CH:27][C:26]([C:2]2[CH:7]=[CH:6][C:5]([C:8](=[O:19])[CH2:9][CH:10]([CH2:16][CH2:17][CH3:18])[C:11]([O:13][CH2:14][CH3:15])=[O:12])=[CH:4][CH:3]=2)=[CH:25][CH:24]=1)([O-:22])=[O:21]. The yield is 0.480. (3) The reactants are [F:1][C:2]1[CH:7]=[CH:6][C:5](I)=[CH:4][C:3]=1[N:9]1[CH:14]=[C:13]([O:15][CH3:16])[C:12](=[O:17])[C:11]([C:18]([N:20]([O:22][CH3:23])[CH3:21])=[O:19])=[N:10]1.[CH3:24][N:25]1[CH:29]=[C:28](B2OC(C)(C)C(C)(C)O2)[CH:27]=[N:26]1.C([O-])([O-])=O.[Na+].[Na+]. The catalyst is COCCOC.O.[Cl-].[Na+].O.C([O-])(O)=O.[Na+].C1C=CC([P]([Pd]([P](C2C=CC=CC=2)(C2C=CC=CC=2)C2C=CC=CC=2)([P](C2C=CC=CC=2)(C2C=CC=CC=2)C2C=CC=CC=2)[P](C2C=CC=CC=2)(C2C=CC=CC=2)C2C=CC=CC=2)(C2C=CC=CC=2)C2C=CC=CC=2)=CC=1. The product is [F:1][C:2]1[CH:7]=[CH:6][C:5]([C:28]2[CH:27]=[N:26][N:25]([CH3:24])[CH:29]=2)=[CH:4][C:3]=1[N:9]1[CH:14]=[C:13]([O:15][CH3:16])[C:12](=[O:17])[C:11]([C:18]([N:20]([O:22][CH3:23])[CH3:21])=[O:19])=[N:10]1. The yield is 0.600. (4) The reactants are [N:1]([C:8]([O:10][C:11]([CH3:14])([CH3:13])[CH3:12])=[O:9])([CH3:7])[C@H:2]([C:4]([OH:6])=O)[CH3:3].CN(C(ON1N=NC2C=CC=NC1=2)=[N+](C)C)C.F[P-](F)(F)(F)(F)F.CCN(C(C)C)C(C)C.FC(F)(F)C(O)=O.[NH2:55][C@@H:56]1[C:62](=[O:63])[N:61]([CH2:64][C:65]2[C:74]3[C:69](=[CH:70][C:71]([Br:75])=[CH:72][CH:73]=3)[CH:68]=[CH:67][C:66]=2[O:76][CH3:77])[C:60]2[CH:78]=[CH:79][CH:80]=[CH:81][C:59]=2[NH:58][CH2:57]1. The catalyst is CN(C=O)C. The product is [C:11]([O:10][C:8](=[O:9])[N:1]([C@H:2]([C:4](=[O:6])[NH:55][C@@H:56]1[C:62](=[O:63])[N:61]([CH2:64][C:65]2[C:74]3[C:69](=[CH:70][C:71]([Br:75])=[CH:72][CH:73]=3)[CH:68]=[CH:67][C:66]=2[O:76][CH3:77])[C:60]2[CH:78]=[CH:79][CH:80]=[CH:81][C:59]=2[NH:58][CH2:57]1)[CH3:3])[CH3:7])([CH3:14])([CH3:13])[CH3:12]. The yield is 0.880. (5) The reactants are [Br:1][CH2:2][CH2:3][N:4]([CH2:29][CH2:30][OH:31])[C:5]1[C:22]([N+:23]([O-:25])=[O:24])=[CH:21][C:20]([N+:26]([O-:28])=[O:27])=[CH:19][C:6]=1[C:7]([NH:9][CH2:10][CH2:11][O:12][CH:13]1[CH2:18][CH2:17][CH2:16][CH2:15][O:14]1)=[O:8].N1C=CC=CC=1.[CH3:38][S:39](O[S:39]([CH3:38])(=[O:41])=[O:40])(=[O:41])=[O:40]. The catalyst is C(Cl)Cl. The product is [CH3:38][S:39]([O:31][CH2:30][CH2:29][N:4]([CH2:3][CH2:2][Br:1])[C:5]1[C:6]([C:7]([NH:9][CH2:10][CH2:11][O:12][CH:13]2[CH2:18][CH2:17][CH2:16][CH2:15][O:14]2)=[O:8])=[CH:19][C:20]([N+:26]([O-:28])=[O:27])=[CH:21][C:22]=1[N+:23]([O-:25])=[O:24])(=[O:41])=[O:40]. The yield is 0.950. (6) The reactants are [OH:1][C:2]1[CH:10]=[CH:9][C:8]([OH:11])=[CH:7][C:3]=1[C:4]([OH:6])=[O:5].[CH3:12][NH:13][C@H:14]([CH2:16]/[CH:17]=[CH:18]/[C:19]1[CH:20]=[N:21][CH:22]=[C:23]([O:25][CH3:26])[CH:24]=1)[CH3:15].[OH:27][C:28]1[CH:36]=[CH:35][C:34]([OH:37])=[CH:33][C:29]=1[C:30]([OH:32])=[O:31].CN[C@H](C/C=C/C1C=NC=C(OC)C=1)C.C(OCC)(=O)C. The catalyst is C(O)C. The product is [C:4]([OH:6])(=[O:5])[C:3]1[C:2](=[CH:10][CH:9]=[C:8]([CH:7]=1)[OH:11])[OH:1].[OH:27][C:28]1[CH:36]=[CH:35][C:34]([OH:37])=[CH:33][C:29]=1[C:30]([OH:32])=[O:31].[CH3:12][NH:13][C@H:14]([CH2:16]/[CH:17]=[CH:18]/[C:19]1[CH:20]=[N:21][CH:22]=[C:23]([O:25][CH3:26])[CH:24]=1)[CH3:15]. The yield is 0.910. (7) The reactants are [Cl:1][C:2]1[C:10]2[N:9]=[C:8]([NH:11][C:12]3[CH:17]=[CH:16][C:15]([O:18][CH3:19])=[CH:14][C:13]=3[Cl:20])[N:7]([CH2:21][CH2:22][CH2:23][CH2:24]O)[C:6]=2[C:5](C(OC)=O)=[CH:4][CH:3]=1.[CH2:30](N(CC)CC)C.CS(Cl)(=O)=O.[C:42](=[O:45])([O-])[O-:43].[K+].[K+]. The catalyst is O1CCCC1.C(OCC)(=O)C. The product is [Cl:1][C:2]1[CH:3]=[CH:4][C:5]([C:42]([O:43][CH3:30])=[O:45])=[C:6]2[C:10]=1[N:9]=[C:8]1[N:11]([C:12]3[CH:17]=[CH:16][C:15]([O:18][CH3:19])=[CH:14][C:13]=3[Cl:20])[CH2:24][CH2:23][CH2:22][CH2:21][N:7]21. The yield is 0.940.